This data is from Reaction yield outcomes from USPTO patents with 853,638 reactions. The task is: Predict the reaction yield, written as a fraction of the theoretical maximum amount of product (1.0 means a 100% yield; for example, 0.34 means a 34% yield). The reactants are [C:1]([C:3]1[CH:4]=[CH:5][C:6]([O:26][CH3:27])=[C:7]([C:9]2[C:13]([NH:14][C:15]([C:17]3[CH:18]=[N:19][N:20]4[CH:25]=[CH:24][CH:23]=[N:22][C:21]=34)=[O:16])=[CH:12][NH:11][N:10]=2)[CH:8]=1)#[N:2].Cl[CH2:29][C:30]1[N:31]([CH3:35])[CH:32]=[CH:33][N:34]=1.C(=O)([O-])[O-].[Cs+].[Cs+]. The catalyst is CN(C=O)C.C(OCC)(=O)C. The product is [C:1]([C:3]1[CH:4]=[CH:5][C:6]([O:26][CH3:27])=[C:7]([C:9]2[C:13]([NH:14][C:15]([C:17]3[CH:18]=[N:19][N:20]4[CH:25]=[CH:24][CH:23]=[N:22][C:21]=34)=[O:16])=[CH:12][N:11]([CH2:29][C:30]3[N:31]([CH3:35])[CH:32]=[CH:33][N:34]=3)[N:10]=2)[CH:8]=1)#[N:2]. The yield is 0.320.